This data is from Peptide-MHC class II binding affinity with 134,281 pairs from IEDB. The task is: Regression. Given a peptide amino acid sequence and an MHC pseudo amino acid sequence, predict their binding affinity value. This is MHC class II binding data. (1) The peptide sequence is ISSQYYIQQNGNLCY. The MHC is HLA-DPA10201-DPB10101 with pseudo-sequence HLA-DPA10201-DPB10101. The binding affinity (normalized) is 0.437. (2) The peptide sequence is KDILEDERAAVDTYC. The MHC is HLA-DPA10103-DPB10401 with pseudo-sequence HLA-DPA10103-DPB10401. The binding affinity (normalized) is 0.0595.